From a dataset of Forward reaction prediction with 1.9M reactions from USPTO patents (1976-2016). Predict the product of the given reaction. Given the reactants [NH2:1][C:2]1([CH2:19][OH:20])[C:15]2[CH:14]=[C:13]([Cl:16])[N:12]=[C:11]([F:17])[C:10]=2[O:9][C:8]2[C:3]1=[CH:4][C:5]([Br:18])=[CH:6][CH:7]=2.CC(C)([O-])C.[Li+].Br[CH2:28][C:29]#[N:30], predict the reaction product. The product is: [NH2:1][C:2]1([CH2:19][O:20][CH2:28][C:29]#[N:30])[C:15]2[CH:14]=[C:13]([Cl:16])[N:12]=[C:11]([F:17])[C:10]=2[O:9][C:8]2[C:3]1=[CH:4][C:5]([Br:18])=[CH:6][CH:7]=2.